This data is from Forward reaction prediction with 1.9M reactions from USPTO patents (1976-2016). The task is: Predict the product of the given reaction. (1) Given the reactants [Cl:1][C:2]1[CH:7]=[C:6]([Cl:8])[CH:5]=[CH:4][C:3]=1[C:9]1[C:17]2[CH2:16][CH2:15][CH2:14][C@@H:13]([CH2:18][C:19]([OH:21])=[O:20])[C:12]=2[N:11]([C@@H:22]([C:26]2[CH:31]=[CH:30][C:29]([C:32]([F:35])([F:34])[F:33])=[CH:28][CH:27]=2)[CH2:23][CH2:24][CH3:25])[CH:10]=1.[Cl:36][C:37]1[CH:42]=[C:41]([Cl:43])[CH:40]=[CH:39][C:38]=1[C:44]1[C:52]2[CH2:51][CH2:50][CH2:49][C@H:48]([CH2:53][C:54]([OH:56])=[O:55])[C:47]=2[N:46]([C@@H:57]([C:61]2[CH:66]=[CH:65][C:64]([C:67]([F:70])([F:69])[F:68])=[CH:63][CH:62]=2)[CH2:58][CH2:59][CH3:60])[CH:45]=1, predict the reaction product. The product is: [C:19](=[O:21])=[O:20].[CH3:54][OH:55].[Cl:36][C:37]1[CH:42]=[C:41]([Cl:43])[CH:40]=[CH:39][C:38]=1[C:44]1[C:52]2[CH2:51][CH2:50][CH2:49][C@H:48]([CH2:53][C:54]([OH:56])=[O:55])[C:47]=2[N:46]([C@H:57]([C:61]2[CH:62]=[CH:63][C:64]([C:67]([F:69])([F:70])[F:68])=[CH:65][CH:66]=2)[CH2:58][CH2:59][CH3:60])[CH:45]=1.[Cl:1][C:2]1[CH:7]=[C:6]([Cl:8])[CH:5]=[CH:4][C:3]=1[C:9]1[C:17]2[CH2:16][CH2:15][CH2:14][C@@H:13]([CH2:18][C:19]([OH:21])=[O:20])[C:12]=2[N:11]([C@@H:22]([C:26]2[CH:27]=[CH:28][C:29]([C:32]([F:34])([F:35])[F:33])=[CH:30][CH:31]=2)[CH2:23][CH2:24][CH3:25])[CH:10]=1. (2) Given the reactants Cl[C:2]1[N:10]=[C:9]([S:11][CH2:12][C:13]2[CH:18]=[CH:17][C:16]([O:19][CH3:20])=[C:15]([N+:21]([O-:23])=[O:22])[CH:14]=2)[N:8]=[C:7]2[C:3]=1[N:4]=[CH:5][N:6]2[CH3:24].C(N(CC)CC)C.Cl.[CH2:33]([O:35][CH:36]1[O:41][CH2:40][CH2:39][NH:38][CH2:37]1)[CH3:34], predict the reaction product. The product is: [CH2:33]([O:35][CH:36]1[CH2:37][N:38]([C:2]2[N:10]=[C:9]([S:11][CH2:12][C:13]3[CH:18]=[CH:17][C:16]([O:19][CH3:20])=[C:15]([N+:21]([O-:23])=[O:22])[CH:14]=3)[N:8]=[C:7]3[C:3]=2[N:4]=[CH:5][N:6]3[CH3:24])[CH2:39][CH2:40][O:41]1)[CH3:34]. (3) Given the reactants Cl[C:2]1[N:7]=[C:6]([C:8]2[CH:9]=[N:10][CH:11]=[CH:12][CH:13]=2)[C:5]([Cl:14])=[CH:4][N:3]=1.[NH2:15][CH:16]1[CH2:21][CH2:20][N:19]([C:22]([C:24]2[CH:29]=[CH:28][C:27]([NH:30][C:31](=[O:37])[O:32][C:33]([CH3:36])([CH3:35])[CH3:34])=[CH:26][CH:25]=2)=[O:23])[CH2:18][CH2:17]1.CCN(C(C)C)C(C)C, predict the reaction product. The product is: [Cl:14][C:5]1[C:6]([C:8]2[CH:9]=[N:10][CH:11]=[CH:12][CH:13]=2)=[N:7][C:2]([NH:15][CH:16]2[CH2:21][CH2:20][N:19]([C:22]([C:24]3[CH:29]=[CH:28][C:27]([NH:30][C:31](=[O:37])[O:32][C:33]([CH3:35])([CH3:34])[CH3:36])=[CH:26][CH:25]=3)=[O:23])[CH2:18][CH2:17]2)=[N:3][CH:4]=1. (4) Given the reactants [OH:1][C:2]1[CH:7]=[CH:6][C:5]([C:8]([C:10]2[CH:15]=[CH:14][CH:13]=[CH:12][C:11]=2[SH:16])=O)=[CH:4][CH:3]=1.C([SiH](CC)CC)C.C(O)(C(F)(F)F)=O.O, predict the reaction product. The product is: [SH:16][C:11]1[CH:12]=[CH:13][CH:14]=[CH:15][C:10]=1[CH2:8][C:5]1[CH:4]=[CH:3][C:2]([OH:1])=[CH:7][CH:6]=1.